Dataset: Reaction yield outcomes from USPTO patents with 853,638 reactions. Task: Predict the reaction yield, written as a fraction of the theoretical maximum amount of product (1.0 means a 100% yield; for example, 0.34 means a 34% yield). (1) The reactants are C1(P(N=[N+]=[N-])(C2C=CC=CC=2)=[O:8])C=CC=CC=1.C([N:20]([CH2:23]C)CC)C.[CH3:25][O:26][C:27]([CH2:29][C@@:30]1([CH2:36]C(O)=O)[CH2:34][CH2:33][C@@H:32]([CH3:35])[CH2:31]1)=[O:28]. The catalyst is C1(C)C=CC=CC=1.C(OCC)(=O)C. The product is [CH3:25][O:26][C:27](=[O:28])[CH2:29][C@@:30]1([CH2:36][N:20]=[C:23]=[O:8])[CH2:34][CH2:33][C@@H:32]([CH3:35])[CH2:31]1. The yield is 1.00. (2) The reactants are [CH3:1][C:2]1[N:3]([C:8]2[CH:12]=[CH:11][N:10]([CH3:13])[N:9]=2)[C:4]([CH3:7])=[CH:5][CH:6]=1.[Li]CCCC.N#C[Br:21]. The catalyst is C1COCC1. The product is [Br:21][C:11]1[N:10]([CH3:13])[N:9]=[C:8]([N:3]2[C:2]([CH3:1])=[CH:6][CH:5]=[C:4]2[CH3:7])[CH:12]=1. The yield is 0.680. (3) The reactants are ClC(Cl)([O:4][C:5](=[O:11])[O:6][C:7](Cl)(Cl)Cl)Cl.[Cl:13][C:14]1[C:15]([O:24][C:25]2[CH:30]=[C:29]([O:31][CH2:32][CH2:33][O:34][CH3:35])[CH:28]=[CH:27][C:26]=2[CH2:36][CH2:37]CO)=[N:16][CH:17]=[C:18]([C:20]([F:23])([F:22])[F:21])[CH:19]=1.[CH2:40]([S:44]([NH2:47])(=[O:46])=[O:45])[CH2:41][CH2:42][CH3:43].C(N(CC)C(C)C)(C)C.Cl. The catalyst is C1(C)C=CC=CC=1.CN(C)C1C=CN=CC=1.C(OCC)(=O)C.O1CCCC1.N1C=CC=CC=1. The product is [OH2:4].[CH2:40]([S:44]([NH:47][C:5](=[O:11])[O:6][CH2:7][CH2:37][CH2:36][C:26]1[CH:27]=[CH:28][C:29]([O:31][CH2:32][CH2:33][O:34][CH3:35])=[CH:30][C:25]=1[O:24][C:15]1[C:14]([Cl:13])=[CH:19][C:18]([C:20]([F:22])([F:21])[F:23])=[CH:17][N:16]=1)(=[O:46])=[O:45])[CH2:41][CH2:42][CH3:43]. The yield is 0.100. (4) The reactants are [CH3:1][NH:2][C:3]1[C:12]2[C:7](=[CH:8][CH:9]=[C:10]([C:13]3[CH:14]=[C:15]([OH:19])[CH:16]=[CH:17][CH:18]=3)[CH:11]=2)[N:6]=[C:5]([C:20]2[CH:21]=[N:22][CH:23]=[CH:24][CH:25]=2)[N:4]=1.Br[CH2:27][CH2:28][Cl:29].C(=O)([O-])[O-].[K+].[K+].O. The catalyst is CN(C=O)C.C(OCC)(=O)C. The product is [Cl:29][CH2:28][CH2:27][O:19][C:15]1[CH:14]=[C:13]([C:10]2[CH:11]=[C:12]3[C:7](=[CH:8][CH:9]=2)[N:6]=[C:5]([C:20]2[CH:21]=[N:22][CH:23]=[CH:24][CH:25]=2)[N:4]=[C:3]3[NH:2][CH3:1])[CH:18]=[CH:17][CH:16]=1. The yield is 0.830. (5) The reactants are [Cl:1][C:2]1[N:3]=[C:4](Cl)[C:5]2[CH2:10][CH2:9][CH:8]([C:11]3[CH:16]=[CH:15][C:14]([O:17][C:18]([F:21])([F:20])[F:19])=[CH:13][CH:12]=3)[C:6]=2[N:7]=1.[CH3:23][NH2:24]. The catalyst is CO. The product is [Cl:1][C:2]1[N:3]=[C:4]([NH:24][CH3:23])[C:5]2[CH2:10][CH2:9][CH:8]([C:11]3[CH:16]=[CH:15][C:14]([O:17][C:18]([F:21])([F:20])[F:19])=[CH:13][CH:12]=3)[C:6]=2[N:7]=1. The yield is 1.12. (6) The reactants are [CH3:1][O:2][C:3]1[CH:4]=[C:5]([NH:15][C:16]([NH2:18])=S)[CH:6]=[CH:7][C:8]=1[N:9]1[CH:13]=[C:12]([CH3:14])[N:11]=[CH:10]1.IC.[C:21]1([CH2:27][C:28]([NH:30][NH2:31])=O)[CH:26]=[CH:25][CH:24]=[CH:23][CH:22]=1.[OH-].[Na+].Cl. The catalyst is CC(C)=O.C(OCC)C. The product is [CH2:27]([C:28]1[NH:18][C:16]([NH:15][C:5]2[CH:6]=[CH:7][C:8]([N:9]3[CH:13]=[C:12]([CH3:14])[N:11]=[CH:10]3)=[C:3]([O:2][CH3:1])[CH:4]=2)=[N:31][N:30]=1)[C:21]1[CH:26]=[CH:25][CH:24]=[CH:23][CH:22]=1. The yield is 0.270. (7) The reactants are CC1(C)C(C)(C)OB([C:9]2[CH:10]=[C:11]([CH:13]=[C:14]([C:16]([F:19])([F:18])[F:17])[CH:15]=2)[NH2:12])O1.Br[C:22]1[CH:23]=[N:24][N:25](C(OC(C)(C)C)=O)[CH:26]=1.C([O-])([O-])=O.[Cs+].[Cs+]. The catalyst is O1CCOCC1.O.C1C=CC(P(C2C=CC=CC=2)[C-]2C=CC=C2)=CC=1.C1C=CC(P(C2C=CC=CC=2)[C-]2C=CC=C2)=CC=1.Cl[Pd]Cl.[Fe+2]. The product is [NH:24]1[CH:23]=[C:22]([C:9]2[CH:10]=[C:11]([CH:13]=[C:14]([C:16]([F:17])([F:18])[F:19])[CH:15]=2)[NH2:12])[CH:26]=[N:25]1. The yield is 0.0170. (8) The reactants are [OH:1][C:2]1[CH:7]=[CH:6][C:5]([C:8]2[CH:13]=[CH:12][CH:11]=[C:10]([C:14]3[C:23]4[CH2:22][CH2:21][C@H:20]5[C@H:24]([CH3:31])[C:25](=[O:30])[CH:26]([C:28]#[N:29])[CH2:27][C@:19]5([C:32]5[CH:37]=[CH:36][CH:35]=[CH:34][CH:33]=5)[C:18]=4[N:17]=[C:16]([CH3:38])[N:15]=3)[CH:9]=2)=[CH:4][CH:3]=1.ClC1C(=O)C(C#N)=C(C#N)C(=O)C=1Cl. The catalyst is O1CCCC1. The product is [OH:1][C:2]1[CH:7]=[CH:6][C:5]([C:8]2[CH:13]=[CH:12][CH:11]=[C:10]([C:14]3[C:23]4[CH2:22][CH2:21][C@H:20]5[C@H:24]([CH3:31])[C:25](=[O:30])[C:26]([C:28]#[N:29])=[CH:27][C@:19]5([C:32]5[CH:33]=[CH:34][CH:35]=[CH:36][CH:37]=5)[C:18]=4[N:17]=[C:16]([CH3:38])[N:15]=3)[CH:9]=2)=[CH:4][CH:3]=1. The yield is 0.530. (9) The reactants are Cl[C:2]1[N:10]=[C:9]([Cl:11])[CH:8]=[CH:7][C:3]=1[C:4]([OH:6])=[O:5].[CH2:12]([NH2:14])[CH3:13]. No catalyst specified. The product is [Cl:11][C:9]1[CH:8]=[CH:7][C:3]([C:4]([OH:6])=[O:5])=[C:2]([NH:14][CH2:12][CH3:13])[N:10]=1. The yield is 0.620.